This data is from Reaction yield outcomes from USPTO patents with 853,638 reactions. The task is: Predict the reaction yield, written as a fraction of the theoretical maximum amount of product (1.0 means a 100% yield; for example, 0.34 means a 34% yield). (1) The reactants are [CH:1]([C:4]1[C:12]([C:13](=[O:17])[CH:14]([CH3:16])[CH3:15])=[C:7]2[CH:8]=[CH:9][CH:10]=[CH:11][N:6]2[N:5]=1)([CH3:3])[CH3:2].[I-].N[N+]1C=CC=CC=1C.C([O-])([O-])=O.[K+].[K+].[OH-].[Na+]. The catalyst is C(OC(=O)C(C)C)(=O)C(C)C.C(OCC)(=O)C.O. The product is [CH:1]([C:4]1[CH:12]=[C:7]2[CH:8]=[CH:9][CH:10]=[CH:11][N:6]2[N:5]=1)([CH3:3])[CH3:2].[CH:1]([C:4]1[C:12]([C:13](=[O:17])[CH:14]([CH3:16])[CH3:15])=[C:7]2[CH:8]=[CH:9][CH:10]=[CH:11][N:6]2[N:5]=1)([CH3:3])[CH3:2]. The yield is 0.329. (2) The reactants are [CH2:1]([N:5]1[C:9]2[N:10]=[C:11]([C:15]3[CH:20]=[CH:19][CH:18]=[CH:17][C:16]=3[F:21])[NH:12][C:13](=O)[C:8]=2[C:7]([CH3:22])=[N:6]1)[CH2:2][CH2:3][CH3:4].P(Cl)(Cl)([Cl:25])=O. No catalyst specified. The product is [CH2:1]([N:5]1[C:9]2=[N:10][C:11]([C:15]3[CH:20]=[CH:19][CH:18]=[CH:17][C:16]=3[F:21])=[N:12][C:13]([Cl:25])=[C:8]2[C:7]([CH3:22])=[N:6]1)[CH2:2][CH2:3][CH3:4]. The yield is 0.550. (3) The yield is 0.882. The reactants are [CH3:1][O:2][C:3]1[CH:4]=[CH:5][C:6]([N+:12]([O-:14])=[O:13])=[C:7]([CH:11]=1)[C:8]([OH:10])=O.[NH2:15][C:16]1[CH:21]=[CH:20][C:19]([Cl:22])=[CH:18][N:17]=1.N1C=CC=CC=1.P(Cl)(Cl)(Cl)=O. The catalyst is O.C(#N)C. The product is [N+:12]([C:6]1[CH:5]=[CH:4][C:3]([O:2][CH3:1])=[CH:11][C:7]=1[C:8]([NH:15][C:16]1[CH:21]=[CH:20][C:19]([Cl:22])=[CH:18][N:17]=1)=[O:10])([O-:14])=[O:13]. (4) The reactants are [CH:1]1([CH2:4][O:5][C:6]2[CH:11]=[CH:10][C:9]([S:12]([CH2:15][CH3:16])(=[O:14])=[O:13])=[CH:8][C:7]=2[C:17]2[CH:18]=[C:19]([OH:25])[C:20](=[O:24])[N:21]([CH3:23])[CH:22]=2)[CH2:3][CH2:2]1.Cl[C:27]([F:32])([F:31])C([O-])=O.[Na+].C([O-])([O-])=O.[K+].[K+]. The catalyst is O1CCOCC1. The product is [CH:1]1([CH2:4][O:5][C:6]2[CH:11]=[CH:10][C:9]([S:12]([CH2:15][CH3:16])(=[O:14])=[O:13])=[CH:8][C:7]=2[C:17]2[CH:18]=[C:19]([O:25][CH:27]([F:32])[F:31])[C:20](=[O:24])[N:21]([CH3:23])[CH:22]=2)[CH2:3][CH2:2]1. The yield is 0.280. (5) The reactants are [CH3:1][C:2]([CH3:13])([C:8]1[NH:12][N:11]=[N:10][N:9]=1)[C:3]([O:5][CH2:6][CH3:7])=[O:4].C([O-])([O-])=O.[K+].[K+].[CH2:20](Br)[C:21]1[CH:26]=[CH:25][CH:24]=[CH:23][CH:22]=1. The catalyst is CC(C)=O. The product is [CH2:20]([N:10]1[N:11]=[N:12][C:8]([C:2]([CH3:1])([CH3:13])[C:3]([O:5][CH2:6][CH3:7])=[O:4])=[N:9]1)[C:21]1[CH:26]=[CH:25][CH:24]=[CH:23][CH:22]=1. The yield is 0.600. (6) The reactants are [N:1]1([C:7]2[CH:12]=[CH:11][C:10]([NH:13][C:14]3[N:19]=[C:18]([CH2:20][CH2:21][C:22]4[CH:27]=[CH:26][CH:25]=[CH:24][C:23]=4[CH2:28][C:29]([NH2:31])=[O:30])[C:17]([C:32]([F:35])([F:34])[F:33])=[CH:16][N:15]=3)=[CH:9][CH:8]=2)[CH2:6][CH2:5][NH:4][CH2:3][CH2:2]1.[CH:36](=O)[CH3:37].C(O[BH-](OC(=O)C)OC(=O)C)(=O)C.[Na+]. The catalyst is CO.C(Cl)Cl. The product is [CH2:36]([N:4]1[CH2:5][CH2:6][N:1]([C:7]2[CH:12]=[CH:11][C:10]([NH:13][C:14]3[N:19]=[C:18]([CH2:20][CH2:21][C:22]4[CH:27]=[CH:26][CH:25]=[CH:24][C:23]=4[CH2:28][C:29]([NH2:31])=[O:30])[C:17]([C:32]([F:33])([F:35])[F:34])=[CH:16][N:15]=3)=[CH:9][CH:8]=2)[CH2:2][CH2:3]1)[CH3:37]. The yield is 0.760.